From a dataset of Catalyst prediction with 721,799 reactions and 888 catalyst types from USPTO. Predict which catalyst facilitates the given reaction. Reactant: [F-].C([N+](CCCC)(CCCC)CCCC)CCC.[Si]([O:26][CH2:27][CH2:28][C:29]1[S:33][CH:32]=[C:31]([CH2:34][N:35]2[CH2:55][CH2:54][C:38]3([O:43][CH2:42][CH2:41][N:40]([C:44]([C:46]4[N:47]=[C:48]([CH:51]([CH3:53])[CH3:52])[S:49][CH:50]=4)=[O:45])[CH2:39]3)[CH2:37][CH2:36]2)[CH:30]=1)(C(C)(C)C)(C)C. Product: [OH:26][CH2:27][CH2:28][C:29]1[S:33][CH:32]=[C:31]([CH2:34][N:35]2[CH2:55][CH2:54][C:38]3([O:43][CH2:42][CH2:41][N:40]([C:44]([C:46]4[N:47]=[C:48]([CH:51]([CH3:52])[CH3:53])[S:49][CH:50]=4)=[O:45])[CH2:39]3)[CH2:37][CH2:36]2)[CH:30]=1. The catalyst class is: 7.